From a dataset of Reaction yield outcomes from USPTO patents with 853,638 reactions. Predict the reaction yield, written as a fraction of the theoretical maximum amount of product (1.0 means a 100% yield; for example, 0.34 means a 34% yield). (1) The reactants are Cl[CH2:2][C:3]1[N:12]([C:13]2[CH:18]=[CH:17][CH:16]=[CH:15][C:14]=2[Cl:19])[C:11](=[O:20])[C:10]2[C:5](=[CH:6][C:7]3[CH:24]=[CH:23][CH:22]=[CH:21][C:8]=3[CH:9]=2)[N:4]=1.O.[SH:26][C:27]1[N:35]=[CH:34][N:33]=[C:32]2[C:28]=1[NH:29][CH:30]=[N:31]2.C([O-])([O-])=O.[K+].[K+]. The catalyst is CN(C=O)C. The product is [Cl:19][C:14]1[CH:15]=[CH:16][CH:17]=[CH:18][C:13]=1[N:12]1[C:11](=[O:20])[C:10]2[C:5](=[CH:6][C:7]3[CH:24]=[CH:23][CH:22]=[CH:21][C:8]=3[CH:9]=2)[N:4]=[C:3]1[CH2:2][S:26][C:27]1[N:35]=[CH:34][N:33]=[C:32]2[C:28]=1[N:29]=[CH:30][NH:31]2. The yield is 0.480. (2) The reactants are [Br:1][C:2]1[CH:3]=[C:4]([CH:9]=[C:10]([N+:12]([O-])=O)[CH:11]=1)[C:5]([O:7][CH3:8])=[O:6].[BH4-].[Na+]. The catalyst is CO. The product is [NH2:12][C:10]1[CH:9]=[C:4]([CH:3]=[C:2]([Br:1])[CH:11]=1)[C:5]([O:7][CH3:8])=[O:6]. The yield is 0.970. (3) The reactants are [Cl:1][C:2]1[CH:10]=[C:9]2[C:5]([C:6]([CH:11]=[O:12])=[CH:7][NH:8]2)=[CH:4][C:3]=1[C:13]1[CH:25]=[CH:24][C:16]([O:17][CH2:18][CH2:19][NH:20][C:21](=[O:23])[CH3:22])=[CH:15][CH:14]=1.CC(=CC)C.Cl([O-])=[O:32].[Na+].OP([O-])(O)=O.[Na+]. The catalyst is C(#N)C.O.C(O)(C)(C)C. The product is [C:21]([NH:20][CH2:19][CH2:18][O:17][C:16]1[CH:24]=[CH:25][C:13]([C:3]2[CH:4]=[C:5]3[C:9](=[CH:10][C:2]=2[Cl:1])[NH:8][CH:7]=[C:6]3[C:11]([OH:32])=[O:12])=[CH:14][CH:15]=1)(=[O:23])[CH3:22]. The yield is 0.260. (4) The reactants are [CH3:1][O:2][CH2:3][CH2:4][N:5]1[C:9]([C:10]([OH:12])=O)=[CH:8][C:7]([CH3:13])=[N:6]1.O1CCCC1.C(Cl)(=O)C(Cl)=O.[NH2:25][C:26]1[CH:27]=[C:28]([CH:45]=[CH:46][C:47]=1[F:48])[O:29][C:30]1[CH:31]=[CH:32][C:33]2[N:34]([CH:36]=[C:37]([NH:39][C:40]([CH:42]3[CH2:44][CH2:43]3)=[O:41])[N:38]=2)[N:35]=1. The catalyst is CN(C)C=O.CN(C)C(=O)C. The product is [CH:42]1([C:40]([NH:39][C:37]2[N:38]=[C:33]3[CH:32]=[CH:31][C:30]([O:29][C:28]4[CH:45]=[CH:46][C:47]([F:48])=[C:26]([NH:25][C:10]([C:9]5[N:5]([CH2:4][CH2:3][O:2][CH3:1])[N:6]=[C:7]([CH3:13])[CH:8]=5)=[O:12])[CH:27]=4)=[N:35][N:34]3[CH:36]=2)=[O:41])[CH2:43][CH2:44]1. The yield is 0.770. (5) The reactants are Br[C:2]1[CH:3]=[CH:4][C:5]([C:15]([OH:17])=[O:16])=[N:6][C:7]=1[O:8][CH:9]([CH3:14])[C:10]([F:13])([F:12])[F:11].[CH:18]1([B-](F)(F)F)[CH2:20][CH2:19]1.[K+].C(=O)([O-])[O-].[Cs+].[Cs+].Cl. The catalyst is C1(C)C=CC=CC=1.C([O-])(=O)C.[Pd+2].C([O-])(=O)C.C(PC12CC3CC(CC(C3)C1)C2)CCC.O. The product is [CH:18]1([C:2]2[CH:3]=[CH:4][C:5]([C:15]([OH:17])=[O:16])=[N:6][C:7]=2[O:8][CH:9]([CH3:14])[C:10]([F:13])([F:12])[F:11])[CH2:20][CH2:19]1. The yield is 0.790.